Dataset: Full USPTO retrosynthesis dataset with 1.9M reactions from patents (1976-2016). Task: Predict the reactants needed to synthesize the given product. The reactants are: [H-].[Na+].[CH:3]1([NH:8][C:9]2[C:14]([CH:15]=O)=[CH:13][N:12]=[C:11]([S:17][CH3:18])[N:10]=2)[CH2:7][CH2:6][CH2:5][CH2:4]1.[OH2:19].[Na+].[Cl-].C1[CH2:26][O:25][CH2:24][CH2:23]1. Given the product [CH:3]1([NH:8][C:9]2[C:14](/[CH:15]=[CH:23]/[C:24]([O:25][CH3:26])=[O:19])=[CH:13][N:12]=[C:11]([S:17][CH3:18])[N:10]=2)[CH2:7][CH2:6][CH2:5][CH2:4]1, predict the reactants needed to synthesize it.